Dataset: Peptide-MHC class II binding affinity with 134,281 pairs from IEDB. Task: Regression. Given a peptide amino acid sequence and an MHC pseudo amino acid sequence, predict their binding affinity value. This is MHC class II binding data. (1) The peptide sequence is LHKLGYILRDISKIPGG. The MHC is DRB1_0701 with pseudo-sequence DRB1_0701. The binding affinity (normalized) is 0.394. (2) The peptide sequence is GQKYFKGNFQRLAIT. The MHC is DRB1_0101 with pseudo-sequence DRB1_0101. The binding affinity (normalized) is 0.688. (3) The peptide sequence is NSADTISSYFVGK. The MHC is DRB5_0101 with pseudo-sequence DRB5_0101. The binding affinity (normalized) is 0. (4) The peptide sequence is VSWEEEAEISGSSAR. The MHC is DRB3_0101 with pseudo-sequence DRB3_0101. The binding affinity (normalized) is 0. (5) The peptide sequence is LEKEDFTRGKLMSSL. The MHC is DRB1_0802 with pseudo-sequence DRB1_0802. The binding affinity (normalized) is 0.382.